This data is from Reaction yield outcomes from USPTO patents with 853,638 reactions. The task is: Predict the reaction yield, written as a fraction of the theoretical maximum amount of product (1.0 means a 100% yield; for example, 0.34 means a 34% yield). (1) The reactants are [CH2:1]([O:3][C:4]([C:6]1[CH:15]=[C:14]2[C:9]([CH:10]=[CH:11][CH:12]=[N+:13]2[O-])=[CH:8][CH:7]=1)=[O:5])[CH3:2].C1(C)C=CC(S(Cl)(=O)=O)=CC=1.C(N(CC)CC)C.[CH3:35][OH:36]. No catalyst specified. The product is [CH3:35][O:36][C:12]1[CH:11]=[CH:10][C:9]2[C:14](=[CH:15][C:6]([C:4]([O:3][CH2:1][CH3:2])=[O:5])=[CH:7][CH:8]=2)[N:13]=1. The yield is 0.810. (2) The reactants are [OH:1][C:2]1[CH:3]=[C:4]2[C:10]([C:11]([OH:13])=[O:12])=[N:9][N:8](COCC[Si](C)(C)C)[C:5]2=[N:6][CH:7]=1.Cl.[C:23](=O)(O)[O-].[Na+]. The catalyst is CO. The product is [OH:1][C:2]1[CH:3]=[C:4]2[C:10]([C:11]([O:13][CH3:23])=[O:12])=[N:9][NH:8][C:5]2=[N:6][CH:7]=1. The yield is 0.580. (3) The reactants are [ClH:1].CO[C:4](=O)[CH:5]([NH2:13])[CH2:6][CH2:7][CH2:8][CH2:9][CH2:10][C:11]#[CH:12].[N:15]#[C:16][NH2:17]. No catalyst specified. The product is [ClH:1].[CH2:6]([C:5]1[N:13]=[C:16]([NH2:17])[NH:15][CH:4]=1)[CH2:7][CH2:8][CH2:9][CH2:10][C:11]#[CH:12]. The yield is 0.530. (4) The reactants are C1(P(N=[N+]=[N-])(C2C=CC=CC=2)=[O:8])C=CC=CC=1.[Br:18][C:19]1[C:20](C(O)=O)=[CH:21][C:22]2[N:23]([CH:25]=[C:26]([C:28]3[CH:33]=[CH:32][CH:31]=[CH:30][CH:29]=3)[N:27]=2)[CH:24]=1.C([N:39]([CH2:42]C)CC)C.[C:44]([OH:48])([CH3:47])([CH3:46])[CH3:45]. The catalyst is C(OCC)(=O)C. The product is [C:44]([O:48][C:42](=[O:8])[NH:39][C:20]1[C:19]([Br:18])=[CH:24][N:23]2[CH:25]=[C:26]([C:28]3[CH:29]=[CH:30][CH:31]=[CH:32][CH:33]=3)[N:27]=[C:22]2[CH:21]=1)([CH3:47])([CH3:46])[CH3:45]. The yield is 0.250. (5) The catalyst is C(O)C. The reactants are CO[C:3](=[O:15])[CH:4]([NH:6][C:7]([C:9]1[CH:10]=[N:11][CH:12]=[CH:13][CH:14]=1)=[O:8])[CH3:5].[CH3:16][NH2:17]. The product is [CH3:16][NH:17][C:3]([CH:4]([NH:6][C:7](=[O:8])[C:9]1[CH:14]=[CH:13][CH:12]=[N:11][CH:10]=1)[CH3:5])=[O:15]. The yield is 0.500.